From a dataset of Full USPTO retrosynthesis dataset with 1.9M reactions from patents (1976-2016). Predict the reactants needed to synthesize the given product. (1) Given the product [Cl:1][C:2]1[CH:3]=[C:4]([C:12]2([C:35]([F:36])([F:37])[F:38])[O:16][N:15]=[C:14]([C:17]3[CH:22]=[CH:21][C:20]([C:23]([N:25]4[CH2:29][C:28](=[O:30])[N:27]([CH2:52][C:53]([F:56])([F:55])[F:54])[CH2:26]4)=[O:24])=[C:19]([C:31]([F:33])([F:34])[F:32])[CH:18]=3)[CH2:13]2)[CH:5]=[C:6]([C:8]([F:11])([F:10])[F:9])[CH:7]=1, predict the reactants needed to synthesize it. The reactants are: [Cl:1][C:2]1[CH:3]=[C:4]([C:12]2([C:35]([F:38])([F:37])[F:36])[O:16][N:15]=[C:14]([C:17]3[CH:22]=[CH:21][C:20]([C:23]([N:25]4[CH2:29][C:28](=[O:30])[NH:27][CH2:26]4)=[O:24])=[C:19]([C:31]([F:34])([F:33])[F:32])[CH:18]=3)[CH2:13]2)[CH:5]=[C:6]([C:8]([F:11])([F:10])[F:9])[CH:7]=1.CN(C)C=O.[H-].[Na+].FC(F)(F)S(O[CH2:52][C:53]([F:56])([F:55])[F:54])(=O)=O. (2) Given the product [CH2:1]([N:3]1[C:9]2[CH:10]=[CH:11][CH:12]=[CH:13][C:8]=2[NH:7][CH2:6][CH2:5][CH2:4]1)[CH3:2], predict the reactants needed to synthesize it. The reactants are: [CH2:1]([N:3]1[C:9]2[CH:10]=[CH:11][CH:12]=[CH:13][C:8]=2[NH:7][CH2:6][CH2:5][C:4]1=O)[CH3:2].[H-].[Al+3].[Li+].[H-].[H-].[H-]. (3) The reactants are: [C:1]([O:5][C:6]([NH:8][CH:9]1[CH2:13][CH2:12][NH:11][CH2:10]1)=[O:7])([CH3:4])([CH3:3])[CH3:2].C(N(CC)CC)C.[Cl:21][C:22]1[CH:23]=[C:24]([N:29]2[C:38]3[C:33](=[CH:34][C:35]([F:40])=[C:36](F)[CH:37]=3)[C:32](=[O:41])[N:31]([O:42][CH2:43][C:44]3[CH:49]=[CH:48][CH:47]=[CH:46][CH:45]=3)[C:30]2=[O:50])[CH:25]=[CH:26][C:27]=1[F:28]. Given the product [Cl:21][C:22]1[CH:23]=[C:24]([N:29]2[C:38]3[C:33](=[CH:34][C:35]([F:40])=[C:36]([N:11]4[CH2:12][CH2:13][CH:9]([NH:8][C:6]([O:5][C:1]([CH3:4])([CH3:2])[CH3:3])=[O:7])[CH2:10]4)[CH:37]=3)[C:32](=[O:41])[N:31]([O:42][CH2:43][C:44]3[CH:49]=[CH:48][CH:47]=[CH:46][CH:45]=3)[C:30]2=[O:50])[CH:25]=[CH:26][C:27]=1[F:28], predict the reactants needed to synthesize it.